Predict the product of the given reaction. From a dataset of Forward reaction prediction with 1.9M reactions from USPTO patents (1976-2016). (1) Given the reactants CON(C)[C:4]([C:6]1([NH:10][C:11](=[O:20])[O:12][CH2:13][C:14]2[CH:19]=[CH:18][CH:17]=[CH:16][CH:15]=2)[CH2:9][CH2:8][CH2:7]1)=[O:5].[F:22][C:23]([F:37])([F:36])[C:24]1[CH:25]=[C:26]([Mg]Br)[CH:27]=[C:28]([C:30]([F:33])([F:32])[F:31])[CH:29]=1, predict the reaction product. The product is: [F:22][C:23]([F:36])([F:37])[C:24]1[CH:25]=[C:26]([C:4]([C:6]2([NH:10][C:11](=[O:20])[O:12][CH2:13][C:14]3[CH:15]=[CH:16][CH:17]=[CH:18][CH:19]=3)[CH2:7][CH2:8][CH2:9]2)=[O:5])[CH:27]=[C:28]([C:30]([F:31])([F:32])[F:33])[CH:29]=1. (2) Given the reactants C(C1C=C([C:10]2=[C:11]([CH:37]=[CH:38][C:39]3[C:47]([CH3:49])([CH3:48])[C:46]4[C:41](=[CH:42][CH:43]=[C:44]([S:50]([O-:53])(=[O:52])=[O:51])[CH:45]=4)[N+:40]=3[CH2:54][CH2:55][CH2:56][CH2:57][S:58]([O-:61])(=[O:60])=[O:59])[CH2:12][CH2:13]/[C:14]/2=[CH:15]\[CH:16]=[C:17]2/[C:18]([CH3:36])([CH3:35])[C:19]3[C:20](=[N:34]/2)[N:21]([CH2:26][CH2:27][CH2:28][CH2:29][S:30]([O-:33])(=[O:32])=[O:31])[CH:22]=[C:23]([Cl:25])[CH:24]=3)C=CC=1)(O)=O.[Na+:62].[Na+].B([C:67]1[CH:68]=[C:69]([CH2:73][CH2:74][CH2:75][C:76]([OH:78])=[O:77])[CH:70]=[CH:71][CH:72]=1)(O)O, predict the reaction product. The product is: [C:76]([CH2:75][CH2:74][CH2:73][C:69]1[CH:68]=[C:67]([C:10]2=[C:11]([CH:37]=[CH:38][C:39]3[C:47]([CH3:49])([CH3:48])[C:46]4[C:41](=[CH:42][CH:43]=[C:44]([S:50]([O-:53])(=[O:52])=[O:51])[CH:45]=4)[N+:40]=3[CH2:54][CH2:55][CH2:56][CH2:57][S:58]([O-:61])(=[O:60])=[O:59])[CH2:12][CH2:13]/[C:14]/2=[CH:15]\[CH:16]=[C:17]2/[C:18]([CH3:35])([CH3:36])[C:19]3[C:20](=[N:34]/2)[N:21]([CH2:26][CH2:27][CH2:28][CH2:29][S:30]([O-:33])(=[O:32])=[O:31])[CH:22]=[C:23]([Cl:25])[CH:24]=3)[CH:72]=[CH:71][CH:70]=1)([OH:78])=[O:77].[Na+:62].[Na+:62]. (3) Given the reactants [O:1]1[CH:5]=[CH:4][CH:3]=[C:2]1[C:6]1[N:7]=[C:8]([NH:17][C:18]([CH:20]2[CH2:25][CH2:24][NH:23][CH2:22][CH2:21]2)=[O:19])[S:9][C:10]=1[N:11]1[CH2:16][CH2:15][O:14][CH2:13][CH2:12]1.Cl[C:27]1[CH:32]=[CH:31][C:30]([C:33]#[N:34])=[CH:29][N:28]=1.C(=O)([O-])[O-].[K+].[K+], predict the reaction product. The product is: [C:33]([C:30]1[CH:31]=[CH:32][C:27]([N:23]2[CH2:24][CH2:25][CH:20]([C:18]([NH:17][C:8]3[S:9][C:10]([N:11]4[CH2:16][CH2:15][O:14][CH2:13][CH2:12]4)=[C:6]([C:2]4[O:1][CH:5]=[CH:4][CH:3]=4)[N:7]=3)=[O:19])[CH2:21][CH2:22]2)=[N:28][CH:29]=1)#[N:34].